Dataset: Reaction yield outcomes from USPTO patents with 853,638 reactions. Task: Predict the reaction yield, written as a fraction of the theoretical maximum amount of product (1.0 means a 100% yield; for example, 0.34 means a 34% yield). (1) The reactants are [H-].[Na+].[NH:3]1[C:11]2[C:6](=[CH:7][CH:8]=[CH:9][CH:10]=2)[C:5](C=O)=[CH:4]1.[Br:14][CH2:15][CH2:16][CH2:17]Br.Cl.CN([CH:23]=[O:24])C. The catalyst is O. The product is [Br:14][CH2:15][CH2:16][CH2:17][N:3]1[C:11]2[C:6](=[CH:7][C:8]([CH:23]=[O:24])=[CH:9][CH:10]=2)[CH:5]=[CH:4]1. The yield is 0.330. (2) The reactants are [NH2:1][C:2]1[CH:3]=[C:4]2[C:9](=[CH:10][CH:11]=1)[N:8]=[CH:7][C:6]([C:12]#[N:13])=[C:5]2[NH:14][C:15]1[CH:20]=[CH:19][C:18]([F:21])=[C:17]([Cl:22])[CH:16]=1.[Br:23][C:24]1[CH:31]=[C:30]([N:32]([CH3:34])[CH3:33])[CH:29]=[CH:28][C:25]=1[CH:26]=O.[BH3-]C#N.[Na+]. The catalyst is CCO. The product is [Br:23][C:24]1[CH:31]=[C:30]([N:32]([CH3:33])[CH3:34])[CH:29]=[CH:28][C:25]=1[CH2:26][NH:1][C:2]1[CH:3]=[C:4]2[C:9](=[CH:10][CH:11]=1)[N:8]=[CH:7][C:6]([C:12]#[N:13])=[C:5]2[NH:14][C:15]1[CH:20]=[CH:19][C:18]([F:21])=[C:17]([Cl:22])[CH:16]=1. The yield is 0.400.